The task is: Predict the reactants needed to synthesize the given product.. This data is from Full USPTO retrosynthesis dataset with 1.9M reactions from patents (1976-2016). Given the product [OH:3][C:1]([C:4]1[CH:12]=[C:11]2[C:7]([C:8]3[C:16]([C:17]4[CH:22]=[CH:21][CH:20]=[C:19]([N:23]5[C:32](=[O:33])[C:31]6[C:26](=[CH:27][CH:28]=[CH:29][CH:30]=6)[N:25]=[CH:24]5)[C:18]=4[CH3:34])=[CH:15][N:14]=[C:13]([C:35]([NH2:37])=[O:36])[C:9]=3[NH:10]2)=[CH:6][CH:5]=1)([CH3:38])[CH3:2], predict the reactants needed to synthesize it. The reactants are: [C:1]([C:4]1[CH:12]=[C:11]2[C:7]([C:8]3[C:16]([C:17]4[CH:22]=[CH:21][CH:20]=[C:19]([N:23]5[C:32](=[O:33])[C:31]6[C:26](=[CH:27][CH:28]=[CH:29][CH:30]=6)[N:25]=[CH:24]5)[C:18]=4[CH3:34])=[CH:15][N:14]=[C:13]([C:35]([NH2:37])=[O:36])[C:9]=3[NH:10]2)=[CH:6][CH:5]=1)(=[O:3])[CH3:2].[CH3:38][Mg]Br.